From a dataset of Forward reaction prediction with 1.9M reactions from USPTO patents (1976-2016). Predict the product of the given reaction. (1) Given the reactants [CH3:1][O:2][C:3]1[CH:8]=[CH:7][C:6]([C:9]2[C:13]([C:14]([OH:16])=O)=[CH:12][O:11][N:10]=2)=[CH:5][CH:4]=1.C(N(C(C)C)C(C)C)C.CN(C(ON1N=NC2C=CC=CC1=2)=[N+](C)C)C.[B-](F)(F)(F)F.Cl.[NH:49]1[CH2:54][CH2:53][CH2:52][C@@H:51]([C:55]([OH:58])([CH3:57])[CH3:56])[CH2:50]1, predict the reaction product. The product is: [CH3:1][O:2][C:3]1[CH:4]=[CH:5][C:6]([C:9]2[C:13]([C:14]([N:49]3[CH2:54][CH2:53][CH2:52][C@@H:51]([C:55]([OH:58])([CH3:57])[CH3:56])[CH2:50]3)=[O:16])=[CH:12][O:11][N:10]=2)=[CH:7][CH:8]=1. (2) Given the reactants [NH2:1][C:2]1[CH:3]=[C:4]([Cl:16])[C:5]([N:8]2[CH2:13][CH2:12][CH:11]([O:14][CH3:15])[CH2:10][CH2:9]2)=[N:6][CH:7]=1.[Cl:17][C:18]1[CH:23]=[CH:22][C:21]([N:24]2[CH:28]=[C:27]([C:29](Cl)=[O:30])[CH:26]=[N:25]2)=[CH:20][CH:19]=1.[CH2:32](N(CC)CC)C.[OH-].[Na+], predict the reaction product. The product is: [Cl:16][C:4]1[CH:3]=[C:2]([NH:1][C:29]([C:27]2[CH:26]=[N:25][N:24]([C:21]3[CH:22]=[CH:23][C:18]([Cl:17])=[CH:19][CH:20]=3)[C:28]=2[CH3:32])=[O:30])[CH:7]=[N:6][C:5]=1[N:8]1[CH2:13][CH2:12][CH:11]([O:14][CH3:15])[CH2:10][CH2:9]1. (3) Given the reactants [CH3:1][O:2][C:3]1[CH:4]=[C:5]2[C:9](=[CH:10][CH:11]=1)[N:8]([CH2:12][CH2:13][N:14]1[CH2:19][CH2:18][N:17]([CH3:20])[CH2:16][CH2:15]1)[C:7]([N:21]1[CH2:26][CH2:25][N:24]([CH3:27])[CH2:23][CH2:22]1)=[C:6]2[CH:28]=O.[CH3:30][NH:31][C:32]([NH:34][C:35]1[CH:36]=[CH:37][C:38]2[O:42][CH2:41][C:40](=[O:43])[C:39]=2[CH:44]=1)=[O:33], predict the reaction product. The product is: [CH3:1][O:2][C:3]1[CH:4]=[C:5]2[C:9](=[CH:10][CH:11]=1)[N:8]([CH2:12][CH2:13][N:14]1[CH2:19][CH2:18][N:17]([CH3:20])[CH2:16][CH2:15]1)[C:7]([N:21]1[CH2:22][CH2:23][N:24]([CH3:27])[CH2:25][CH2:26]1)=[C:6]2/[CH:28]=[C:41]1\[O:42][C:38]2[CH:37]=[CH:36][C:35]([NH:34][C:32]([NH:31][CH3:30])=[O:33])=[CH:44][C:39]=2[C:40]\1=[O:43]. (4) Given the reactants FC(F)(F)C(O)=O.[NH2:8][CH:9]1[C:16](=[O:17])[N:15]2[CH:11]([S:12][CH2:13][CH:14]2[C:18]#[N:19])[CH2:10]1.[C:20]1([CH2:26][CH2:27][CH:28]=O)[CH:25]=[CH:24][CH:23]=[CH:22][CH:21]=1.C([O-])(=O)C.[Na+].C(O[BH-](OC(=O)C)OC(=O)C)(=O)C.[Na+], predict the reaction product. The product is: [O:17]=[C:16]1[N:15]2[C@@H:11]([S:12][CH2:13][C@H:14]2[C:18]#[N:19])[CH2:10][C@H:9]1[NH:8][CH2:28][CH2:27][CH2:26][C:20]1[CH:25]=[CH:24][CH:23]=[CH:22][CH:21]=1. (5) Given the reactants Br[CH2:2][C:3]1[CH:8]=[CH:7][C:6]([C:9]2[CH:14]=[C:13]([N:15]([CH2:22][CH3:23])[CH:16]3[CH2:21][CH2:20][O:19][CH2:18][CH2:17]3)[C:12]([CH3:24])=[C:11]([C:25]([NH:27][CH2:28][C:29]3[C:30](=[O:37])[NH:31][C:32]([CH3:36])=[CH:33][C:34]=3[CH3:35])=[O:26])[CH:10]=2)=[CH:5][CH:4]=1.[NH:38]1[CH2:43][CH2:42][O:41][CH2:40][C:39]1=[O:44].[H-].[Na+], predict the reaction product. The product is: [CH3:35][C:34]1[CH:33]=[C:32]([CH3:36])[NH:31][C:30](=[O:37])[C:29]=1[CH2:28][NH:27][C:25]([C:11]1[CH:10]=[C:9]([C:6]2[CH:7]=[CH:8][C:3]([CH2:2][N:38]3[CH2:43][CH2:42][O:41][CH2:40][C:39]3=[O:44])=[CH:4][CH:5]=2)[CH:14]=[C:13]([N:15]([CH2:22][CH3:23])[CH:16]2[CH2:17][CH2:18][O:19][CH2:20][CH2:21]2)[C:12]=1[CH3:24])=[O:26].